Dataset: Full USPTO retrosynthesis dataset with 1.9M reactions from patents (1976-2016). Task: Predict the reactants needed to synthesize the given product. (1) The reactants are: [CH3:1][C:2]1[CH:7]=[C:6]([CH3:8])[CH:5]=[C:4]([CH3:9])[C:3]=1[C:10]1[CH:15]=[CH:14][CH:13]=[CH:12][C:11]=1[NH2:16].C[CH:18]([C:22](=O)[CH3:23])[C:19](=[O:21])C. Given the product [CH3:23][C:22]1[CH:18]=[C:19]([OH:21])[C:12]2[C:11](=[C:10]([C:3]3[C:4]([CH3:9])=[CH:5][C:6]([CH3:8])=[CH:7][C:2]=3[CH3:1])[CH:15]=[CH:14][CH:13]=2)[N:16]=1, predict the reactants needed to synthesize it. (2) Given the product [C:1]([O-:5])(=[O:4])[CH:2]=[CH2:3].[Na+:6].[C:7]([OH:11])(=[O:10])[CH:8]=[CH2:9], predict the reactants needed to synthesize it. The reactants are: [C:1]([O-:5])(=[O:4])[CH:2]=[CH2:3].[Na+:6].[C:7]([OH:11])(=[O:10])[CH:8]=[CH2:9]. (3) Given the product [Cl:31][C:15]1[CH:14]=[C:13]([C:18]2[CH:23]=[CH:22][CH:21]=[CH:20][CH:19]=2)[N:12]=[C:11]([CH:8]2[CH2:10][CH2:9]2)[N:16]=1, predict the reactants needed to synthesize it. The reactants are: C1(C)C=CC=CC=1.[CH:8]1([C:11]2[N:16]=[C:15](O)[CH:14]=[C:13]([C:18]3[CH:23]=[CH:22][CH:21]=[CH:20][CH:19]=3)[N:12]=2)[CH2:10][CH2:9]1.CN(C)C=O.S(Cl)([Cl:31])=O. (4) Given the product [Cl:35][C:20]1[C:21]([NH:23][C:24]2[C:33]([F:34])=[CH:32][CH:31]=[CH:30][C:25]=2[C:26]([NH:28][CH3:29])=[O:27])=[N:22][C:17]([NH:1][C:2]2[CH:3]=[CH:4][C:5]3[N:11]([CH2:12][CH3:13])[C:10](=[O:14])[O:9][CH2:8][CH2:7][C:6]=3[CH:15]=2)=[N:18][CH:19]=1, predict the reactants needed to synthesize it. The reactants are: [NH2:1][C:2]1[CH:3]=[CH:4][C:5]2[N:11]([CH2:12][CH3:13])[C:10](=[O:14])[O:9][CH2:8][CH2:7][C:6]=2[CH:15]=1.Cl[C:17]1[N:22]=[C:21]([NH:23][C:24]2[C:33]([F:34])=[CH:32][CH:31]=[CH:30][C:25]=2[C:26]([NH:28][CH3:29])=[O:27])[C:20]([Cl:35])=[CH:19][N:18]=1. (5) Given the product [CH:1]1([N:6]2[CH2:12][C:11]([F:13])([F:14])[C:10](=[O:15])[N:9]([CH3:16])[C:8]3[CH:17]=[N:18][C:19]([NH:21][C:22]4[CH:30]=[CH:29][C:25]([C:26]([NH:42][CH2:41][CH2:40][N:37]5[CH2:38][CH2:39][N:34]([CH3:33])[CH2:35][CH2:36]5)=[O:28])=[CH:24][C:23]=4[O:31][CH3:32])=[N:20][C:7]2=3)[CH2:2][CH2:3][CH2:4][CH2:5]1, predict the reactants needed to synthesize it. The reactants are: [CH:1]1([N:6]2[CH2:12][C:11]([F:14])([F:13])[C:10](=[O:15])[N:9]([CH3:16])[C:8]3[CH:17]=[N:18][C:19]([NH:21][C:22]4[CH:30]=[CH:29][C:25]([C:26]([OH:28])=O)=[CH:24][C:23]=4[O:31][CH3:32])=[N:20][C:7]2=3)[CH2:5][CH2:4][CH2:3][CH2:2]1.[CH3:33][N:34]1[CH2:39][CH2:38][N:37]([CH2:40][CH2:41][NH2:42])[CH2:36][CH2:35]1.F[P-](F)(F)(F)(F)F.CN(C(N(C)C)=[N+]1C2C(=NC=CC=2)[N+]([O-])=N1)C.ON1C2C=CC=CC=2N=N1.C(N(C(C)C)CC)(C)C. (6) Given the product [C:8]([C:5]1[CH:4]=[CH:3][C:2]([O:1][CH2:14][CH2:15][CH2:16][C:17]([O:19][CH2:20][CH3:21])=[O:18])=[CH:7][CH:6]=1)(=[O:12])[CH2:9][CH2:10][CH3:11], predict the reactants needed to synthesize it. The reactants are: [OH:1][C:2]1[CH:7]=[CH:6][C:5]([C:8](=[O:12])[CH2:9][CH2:10][CH3:11])=[CH:4][CH:3]=1.Br[CH2:14][CH2:15][CH2:16][C:17]([O:19][CH2:20][CH3:21])=[O:18]. (7) Given the product [Br:1][C:2]1[N:7]=[C:6]([CH:8]=[C:9]([C:25]#[N:26])[C:10]([NH:12][CH:13]([C:17]2[CH:18]=[CH:19][C:20]([O:23][CH3:24])=[CH:21][CH:22]=2)[CH2:14][CH2:15][CH3:16])=[O:11])[CH:5]=[CH:4][CH:3]=1, predict the reactants needed to synthesize it. The reactants are: [Br:1][C:2]1[N:7]=[C:6](/[CH:8]=[C:9](\[C:25]#[N:26])/[C:10]([NH:12][CH:13]([C:17]2[CH:22]=[CH:21][C:20]([O:23][CH3:24])=[CH:19][CH:18]=2)[CH2:14][CH2:15][CH3:16])=[O:11])[CH:5]=[CH:4][CH:3]=1.BrC1N=C(/C=C(/C#N)\C(NC(C2C=CC(OC)=CC=2)CCC)=O)C=CC=1. (8) Given the product [F:1][C:2]1([F:24])[CH2:7][CH2:6][CH2:5][CH:4]([CH2:8][NH:9][C:10]([C:12]2[C:13]3[CH:14]=[CH:15][C:16]([N:37]4[CH2:38][CH2:39][C@H:35]([F:34])[CH2:36]4)=[N:17][C:18]=3[CH:19]=[CH:20][C:21]=2[Cl:22])=[O:11])[CH2:3]1, predict the reactants needed to synthesize it. The reactants are: [F:1][C:2]1([F:24])[CH2:7][CH2:6][CH2:5][CH:4]([CH2:8][NH:9][C:10]([C:12]2[C:13]3[CH:14]=[CH:15][C:16](Cl)=[N:17][C:18]=3[CH:19]=[CH:20][C:21]=2[Cl:22])=[O:11])[CH2:3]1.CCN(C(C)C)C(C)C.[F:34][C@H:35]1[CH2:39][CH2:38][NH:37][CH2:36]1.